From a dataset of Reaction yield outcomes from USPTO patents with 853,638 reactions. Predict the reaction yield, written as a fraction of the theoretical maximum amount of product (1.0 means a 100% yield; for example, 0.34 means a 34% yield). The reactants are [NH:1]1[C:9]2[C:4](=[CH:5][CH:6]=[C:7]([NH2:10])[CH:8]=2)[CH:3]=[CH:2]1.[OH-:11].[K+].[OH2:13]. The catalyst is CO.C(Cl)Cl. The product is [N+:1]([C:9]1[CH:4]=[CH:5][C:6]([C:3]2[C:4]3[C:9](=[CH:8][C:7]([NH2:10])=[CH:6][CH:5]=3)[NH:1][CH:2]=2)=[CH:7][CH:8]=1)([O-:13])=[O:11]. The yield is 0.340.